This data is from Reaction yield outcomes from USPTO patents with 853,638 reactions. The task is: Predict the reaction yield, written as a fraction of the theoretical maximum amount of product (1.0 means a 100% yield; for example, 0.34 means a 34% yield). (1) The reactants are [C:1]1([N:7]([C:9]2[CH:18]=[CH:17][C:16]3[C:11](=[CH:12][CH:13]=[CH:14][CH:15]=3)[CH:10]=2)N)[CH:6]=[CH:5][CH:4]=[CH:3][CH:2]=1.Cl.[Cl:20]([OH:24])(=[O:23])(=[O:22])=[O:21]. The catalyst is C(O)C. The product is [Cl:20]([O-:24])(=[O:23])(=[O:22])=[O:21].[CH3:12][C:11]1([CH3:16])[C:10]2[C:11]3[CH:12]=[CH:13][CH:14]=[CH:15][C:16]=3[CH:17]=[CH:18][C:9]=2[N+:7]([C:1]2[CH:6]=[CH:5][CH:4]=[CH:3][CH:2]=2)=[C:10]1[CH3:9]. The yield is 0.160. (2) The reactants are [Br:1][C:2]1[CH:7]=[C:6]([O:8][CH3:9])[CH:5]=[CH:4][C:3]=1[NH:10][C:11](=O)[C:12]1[CH:17]=[CH:16][C:15]([O:18][CH3:19])=[CH:14][CH:13]=1.COC1C=CC(P2(SP(C3C=CC(OC)=CC=3)(=S)S2)=[S:30])=CC=1. The catalyst is ClC1C=CC=CC=1.C(OCC)(=O)C. The product is [Br:1][C:2]1[CH:7]=[C:6]([O:8][CH3:9])[CH:5]=[CH:4][C:3]=1[NH:10][C:11](=[S:30])[C:12]1[CH:17]=[CH:16][C:15]([O:18][CH3:19])=[CH:14][CH:13]=1. The yield is 0.980. (3) The reactants are [Cl:1][C:2]1[C:3]([S:11][C:12]2[N:13](CC3C=CC(OC)=CC=3)[C:14]3[CH:19]=[CH:18][N:17]=[C:16]([NH2:20])[C:15]=3[N:21]=2)=[CH:4][C:5]2[O:9][CH2:8][O:7][C:6]=2[CH:10]=1. The catalyst is C(O)(C(F)(F)F)=O. The product is [Cl:1][C:2]1[C:3]([S:11][C:12]2[NH:13][C:14]3[CH:19]=[CH:18][N:17]=[C:16]([NH2:20])[C:15]=3[N:21]=2)=[CH:4][C:5]2[O:9][CH2:8][O:7][C:6]=2[CH:10]=1. The yield is 0.820. (4) The reactants are [NH2:1][CH2:2][CH2:3][CH2:4][CH2:5][C:6]([CH3:44])([CH3:43])[CH2:7][N:8]([S:32]([C:35]1[CH:40]=[CH:39][CH:38]=[C:37]([NH:41][CH3:42])[CH:36]=1)(=[O:34])=[O:33])[CH2:9][C@@H:10]([OH:31])[C@@H:11]([NH:19][C:20](=[O:30])[O:21][C@@H:22]1[C@H:29]2[C@H:25]([O:26][CH2:27][CH2:28]2)[O:24][CH2:23]1)[CH2:12][C:13]1[CH:18]=[CH:17][CH:16]=[CH:15][CH:14]=1.C(N(CC)C(C)C)(C)C.Cl[C:55]([O:57][CH3:58])=[O:56]. The catalyst is C1COCC1. The product is [CH2:12]([C@H:11]([NH:19][C:20](=[O:30])[O:21][C@@H:22]1[C@H:29]2[C@H:25]([O:26][CH2:27][CH2:28]2)[O:24][CH2:23]1)[C@H:10]([OH:31])[CH2:9][N:8]([CH2:7][C:6]([CH3:44])([CH3:43])[CH2:5][CH2:4][CH2:3][CH2:2][NH:1][C:55]([O:57][CH3:58])=[O:56])[S:32]([C:35]1[CH:40]=[CH:39][CH:38]=[C:37]([NH:41][CH3:42])[CH:36]=1)(=[O:34])=[O:33])[C:13]1[CH:14]=[CH:15][CH:16]=[CH:17][CH:18]=1. The yield is 0.920. (5) The reactants are Br[C:2]1[CH2:3][CH:4]2[C:9]([CH3:11])([CH3:10])[O:8][C:7](=[O:12])[NH:6][C:5]2=[C:13]([F:15])[CH:14]=1.[F:16][C:17]1[CH:22]=[CH:21][C:20](B(O)O)=[CH:19][C:18]=1[Cl:26].C(=O)([O-])[O-].[Na+].[Na+].C(OCC)(=O)C. The catalyst is COCCOC.O.[Pd].C1(P(C2C=CC=CC=2)C2C=CC=CC=2)C=CC=CC=1.C1(P(C2C=CC=CC=2)C2C=CC=CC=2)C=CC=CC=1.C1(P(C2C=CC=CC=2)C2C=CC=CC=2)C=CC=CC=1.C1(P(C2C=CC=CC=2)C2C=CC=CC=2)C=CC=CC=1. The product is [Cl:26][C:18]1[CH:19]=[C:20]([C:2]2[CH:14]=[C:13]([F:15])[C:5]3[NH:6][C:7](=[O:12])[O:8][C:9]([CH3:11])([CH3:10])[C:4]=3[CH:3]=2)[CH:21]=[CH:22][C:17]=1[F:16]. The yield is 0.660.